Task: Predict which catalyst facilitates the given reaction.. Dataset: Catalyst prediction with 721,799 reactions and 888 catalyst types from USPTO (1) Reactant: [Br:1][C:2]1[C:7]([NH:8][S:9]([C:12]2[CH:17]=[CH:16][C:15]([O:18][C:19]3[CH:24]=[CH:23][CH:22]=[CH:21][CH:20]=3)=[CH:14][CH:13]=2)(=[O:11])=[O:10])=[CH:6][CH:5]=[CH:4][N:3]=1.C([O-])([O-])=O.[K+].[K+].[CH2:31](Br)[C:32]1[CH:37]=[CH:36][CH:35]=[CH:34][CH:33]=1. Product: [CH2:31]([N:8]([C:7]1[C:2]([Br:1])=[N:3][CH:4]=[CH:5][CH:6]=1)[S:9]([C:12]1[CH:17]=[CH:16][C:15]([O:18][C:19]2[CH:20]=[CH:21][CH:22]=[CH:23][CH:24]=2)=[CH:14][CH:13]=1)(=[O:11])=[O:10])[C:32]1[CH:37]=[CH:36][CH:35]=[CH:34][CH:33]=1. The catalyst class is: 173. (2) Reactant: [F:1][C:2]1[CH:7]=[C:6]([O:8][CH2:9][C:10]([CH3:20])([O:12][Si](CC)(CC)CC)[CH3:11])[CH:5]=[C:4]([F:21])[C:3]=1[C:22]1[N:27]=[C:26]([C:28]([O:30][CH3:31])=[O:29])[CH:25]=[CH:24][C:23]=1[F:32].Cl.CO. Product: [F:1][C:2]1[CH:7]=[C:6]([O:8][CH2:9][C:10]([OH:12])([CH3:11])[CH3:20])[CH:5]=[C:4]([F:21])[C:3]=1[C:22]1[N:27]=[C:26]([C:28]([O:30][CH3:31])=[O:29])[CH:25]=[CH:24][C:23]=1[F:32]. The catalyst class is: 387. (3) Reactant: [Br:1][C:2]1[CH:3]=[C:4]([N:8]2[C:12]3=[N:13][CH:14]=[CH:15][CH:16]=[C:11]3[C:10]([C:17]#[N:18])=[CH:9]2)[CH:5]=[CH:6][CH:7]=1.C[OH:20]. Product: [Br:1][C:2]1[CH:3]=[C:4]([N:8]2[C:12]3=[N:13][CH:14]=[CH:15][CH:16]=[C:11]3[C:10]([C:17]([NH2:18])=[O:20])=[CH:9]2)[CH:5]=[CH:6][CH:7]=1. The catalyst class is: 40. (4) Reactant: [Cl:1][C:2]1[C:3]2[N:4]([C:8]([CH:12]3[CH2:15][C:14](CO)([OH:16])[CH2:13]3)=[N:9][C:10]=2[I:11])[CH:5]=[CH:6][N:7]=1.I([O-])(=O)(=O)=O.[Na+]. Product: [Cl:1][C:2]1[C:3]2[N:4]([C:8]([CH:12]3[CH2:13][C:14](=[O:16])[CH2:15]3)=[N:9][C:10]=2[I:11])[CH:5]=[CH:6][N:7]=1. The catalyst class is: 299. (5) Reactant: C1(CC([O:10][C:11]2[C:20]3[C:15](=[N:16][CH:17]=[CH:18][CH:19]=3)[N:14]([C:21]3[CH:26]=[CH:25][CH:24]=[CH:23][CH:22]=3)[C:13](=[O:27])[CH:12]=2)=O)CCCCC1.C(N([CH2:33][CH3:34])CC)C.[C-]#N.[K+].C1[O:55][CH2:54][CH2:53]OCCOCCOCCOCCOC1. Product: [CH:34]1([CH2:53][C:54]([C:12]2[C:13](=[O:27])[N:14]([C:21]3[CH:22]=[CH:23][CH:24]=[CH:25][CH:26]=3)[C:15]3[C:20]([C:11]=2[OH:10])=[CH:19][CH:18]=[CH:17][N:16]=3)=[O:55])[CH2:33][CH2:13][CH2:12][CH2:11][CH2:20]1. The catalyst class is: 426. (6) The catalyst class is: 30. Reactant: [CH2:1]([N:8]1[CH:12]=[C:11]([C:13]2[S:14][C:15]([C:19]([O:21]CC)=[O:20])=[C:16]([CH3:18])[N:17]=2)[N:10]=[N:9]1)[C:2]1[CH:7]=[CH:6][CH:5]=[CH:4][CH:3]=1.[OH-].[Li+].C(O)(=O)C. Product: [CH2:1]([N:8]1[CH:12]=[C:11]([C:13]2[S:14][C:15]([C:19]([OH:21])=[O:20])=[C:16]([CH3:18])[N:17]=2)[N:10]=[N:9]1)[C:2]1[CH:7]=[CH:6][CH:5]=[CH:4][CH:3]=1. (7) The catalyst class is: 7. Product: [CH3:7][Si:8]([CH3:15])([CH3:14])[O:9][CH2:10][CH2:11][CH2:12][C:1]1[CH2:5][CH:4]=[CH:3][CH:2]=1. Reactant: [CH-:1]1[CH:5]=[CH:4][CH:3]=[CH:2]1.[Na+].[CH3:7][Si:8]([CH3:15])([CH3:14])[O:9][CH2:10][CH2:11][CH2:12]Br.[Cl-].[NH4+]. (8) Reactant: [CH3:1][O:2][C:3]([C:5]1[C:13]2[O:12][C:11]([C:14]([OH:16])=O)=[CH:10][C:9]=2[CH:8]=[CH:7][CH:6]=1)=[O:4].C(Cl)(=O)C([Cl:20])=O. Product: [Cl:20][C:14]([C:11]1[O:12][C:13]2[C:5]([C:3]([O:2][CH3:1])=[O:4])=[CH:6][CH:7]=[CH:8][C:9]=2[CH:10]=1)=[O:16]. The catalyst class is: 120. (9) Reactant: [ClH:1].[CH2:2]([C:4]1[CH:10]=[C:9]([CH3:11])[CH:8]=[C:7]([CH2:12][CH3:13])[C:5]=1N)[CH3:3].N(OCCC(C)C)=O. Product: [Cl:1][C:5]1[C:4]([CH2:2][CH3:3])=[CH:10][C:9]([CH3:11])=[CH:8][C:7]=1[CH2:12][CH3:13]. The catalyst class is: 262.